From a dataset of TCR-epitope binding with 47,182 pairs between 192 epitopes and 23,139 TCRs. Binary Classification. Given a T-cell receptor sequence (or CDR3 region) and an epitope sequence, predict whether binding occurs between them. (1) The epitope is RPRGEVRFL. The TCR CDR3 sequence is CASSGGQANIQYF. Result: 0 (the TCR does not bind to the epitope). (2) The epitope is SEISMDNSPNL. The TCR CDR3 sequence is CAISVGAPSYEQYF. Result: 1 (the TCR binds to the epitope).